Dataset: Full USPTO retrosynthesis dataset with 1.9M reactions from patents (1976-2016). Task: Predict the reactants needed to synthesize the given product. (1) Given the product [CH3:10][N:6]1[C:5]2[CH:11]=[CH:12][C:2]([B:16]3[O:17][C:18]([CH3:20])([CH3:19])[C:14]([CH3:30])([CH3:13])[O:15]3)=[CH:3][C:4]=2[S:8][C:7]1=[O:9], predict the reactants needed to synthesize it. The reactants are: Br[C:2]1[CH:12]=[CH:11][C:5]2[N:6]([CH3:10])[C:7](=[O:9])[S:8][C:4]=2[CH:3]=1.[CH3:13][C:14]1([CH3:30])[C:18]([CH3:20])([CH3:19])[O:17][B:16]([B:16]2[O:17][C:18]([CH3:20])([CH3:19])[C:14]([CH3:30])([CH3:13])[O:15]2)[O:15]1.C(Cl)Cl.C([O-])(=O)C.[K+]. (2) Given the product [C:25]([O:29][C:30]([N:32]1[CH2:37][CH2:36][CH:35]([NH:38][C:4]([C:3]2[C:2]([Cl:1])=[N:10][CH:9]=[C:8]([F:11])[CH:7]=2)=[O:6])[CH2:34][CH2:33]1)=[O:31])([CH3:28])([CH3:26])[CH3:27], predict the reactants needed to synthesize it. The reactants are: [Cl:1][C:2]1[N:10]=[CH:9][C:8]([F:11])=[CH:7][C:3]=1[C:4]([OH:6])=O.C(Cl)(=O)C(Cl)=O.C(N(CC)CC)C.[C:25]([O:29][C:30]([N:32]1[CH2:37][CH2:36][CH:35]([NH2:38])[CH2:34][CH2:33]1)=[O:31])([CH3:28])([CH3:27])[CH3:26]. (3) Given the product [CH2:17]([N:14]([CH:7]([C:8]1[CH:13]=[CH:12][CH:11]=[CH:10][CH:9]=1)[CH:2]([NH:1][C:29](=[O:30])[C:28]1[CH:32]=[CH:33][C:25]([F:24])=[CH:26][C:27]=1[C:34]([F:37])([F:35])[F:36])[C:3]([O:5][CH3:6])=[O:4])[CH:15]=[O:16])[C:18]1[CH:19]=[CH:20][CH:21]=[CH:22][CH:23]=1, predict the reactants needed to synthesize it. The reactants are: [NH2:1][CH:2]([CH:7]([N:14]([CH2:17][C:18]1[CH:23]=[CH:22][CH:21]=[CH:20][CH:19]=1)[CH:15]=[O:16])[C:8]1[CH:13]=[CH:12][CH:11]=[CH:10][CH:9]=1)[C:3]([O:5][CH3:6])=[O:4].[F:24][C:25]1[CH:33]=[CH:32][C:28]([C:29](O)=[O:30])=[C:27]([C:34]([F:37])([F:36])[F:35])[CH:26]=1.C(N(CC)CC)C.O=C1N(P(Cl)(N2CCOC2=O)=O)CCO1. (4) Given the product [F:16][C:2]([F:1])([CH2:12][CH2:13][CH2:14][CH3:15])[C:3](=[O:11])/[CH:4]=[CH:28]/[C@@H:27]1[C@@H:22]2[C@@H:23]([O:24][C:20](=[O:19])[CH2:21]2)[CH2:25][C@H:26]1[O:30][C:31]([C:33]1[CH:38]=[CH:37][CH:36]=[CH:35][CH:34]=1)=[O:32], predict the reactants needed to synthesize it. The reactants are: [F:1][C:2]([F:16])([CH2:12][CH2:13][CH2:14][CH3:15])[C:3](=[O:11])[CH2:4]P(=O)(OC)OC.[H-].[Li+].[O:19]=[C:20]1[O:24][C@H:23]2[CH2:25][C@@H:26]([O:30][C:31]([C:33]3[CH:38]=[CH:37][CH:36]=[CH:35][CH:34]=3)=[O:32])[C@H:27]([CH:28]=O)[C@H:22]2[CH2:21]1.O.